Dataset: Full USPTO retrosynthesis dataset with 1.9M reactions from patents (1976-2016). Task: Predict the reactants needed to synthesize the given product. (1) The reactants are: Br[C:2]1[CH:7]=[CH:6][C:5]([CH:8]2[C:17]3[C:16](=[O:18])[CH2:15][CH2:14][CH2:13][C:12]=3[N:11]([C:19]3[CH:24]=[CH:23][CH:22]=[C:21]([CH:25]([F:27])[F:26])[CH:20]=3)[C:10](=[O:28])[NH:9]2)=[CH:4][CH:3]=1.O.[CH3:30][N:31](C)C=O. Given the product [F:27][CH:25]([F:26])[C:21]1[CH:20]=[C:19]([N:11]2[C:12]3[CH2:13][CH2:14][CH2:15][C:16](=[O:18])[C:17]=3[CH:8]([C:5]3[CH:4]=[CH:3][C:2]([C:30]#[N:31])=[CH:7][CH:6]=3)[NH:9][C:10]2=[O:28])[CH:24]=[CH:23][CH:22]=1, predict the reactants needed to synthesize it. (2) Given the product [O:18]=[C:14]1[NH:13][C:12]2[CH:19]=[CH:20][S:21][C:11]=2[C:10]([N:25]2[CH2:26][CH2:27][N:22]([C:28]([C:30]3[S:31][CH:32]=[CH:33][CH:34]=3)=[O:29])[CH2:23][CH2:24]2)=[C:15]1[C:16]#[N:17], predict the reactants needed to synthesize it. The reactants are: N12CCN(CC1)CC2.Cl[C:10]1[C:11]2[S:21][CH:20]=[CH:19][C:12]=2[NH:13][C:14](=[O:18])[C:15]=1[C:16]#[N:17].[N:22]1([C:28]([C:30]2[S:31][CH:32]=[CH:33][CH:34]=2)=[O:29])[CH2:27][CH2:26][NH:25][CH2:24][CH2:23]1. (3) The reactants are: [BrH:1].S(=O)(=O)(O)O.[F:7][C:8]([F:22])([F:21])[C:9]1[CH:14]=[CH:13][CH:12]=[C:11]([C:15]([F:18])([F:17])[F:16])[C:10]=1[CH2:19]O. Given the product [Br:1][CH2:19][C:10]1[C:9]([C:8]([F:22])([F:21])[F:7])=[CH:14][CH:13]=[CH:12][C:11]=1[C:15]([F:18])([F:17])[F:16], predict the reactants needed to synthesize it. (4) Given the product [CH3:8][C:4]1([CH3:9])[O:5][CH2:6]/[C:2](=[CH:10]/[C:11]([O:13][Si:14]([C:17]([CH3:20])([CH3:19])[CH3:18])([CH3:15])[CH3:16])=[O:12])/[O:3]1, predict the reactants needed to synthesize it. The reactants are: Br[C:2]1([CH2:10][C:11]([O:13][Si:14]([C:17]([CH3:20])([CH3:19])[CH3:18])([CH3:16])[CH3:15])=[O:12])[C:6](=O)[O:5][C:4]([CH3:9])([CH3:8])[O:3]1.N12CCCN=C1CCCCC2.